From a dataset of Forward reaction prediction with 1.9M reactions from USPTO patents (1976-2016). Predict the product of the given reaction. (1) Given the reactants Cl[C:2]1[N:7]=[CH:6][C:5]([O:8][CH2:9][CH2:10][C@H:11]([CH:13]2[CH2:18][CH2:17][N:16]([C:19]3[O:23][N:22]=[C:21]([CH:24]([CH3:26])[CH3:25])[N:20]=3)[CH2:15][CH2:14]2)[CH3:12])=[CH:4][N:3]=1.[C:27]([O:31][C:32](=[O:47])[NH:33][C@@H:34]1[C@@H:38]([N:39]2[CH2:44][CH2:43][CH:42]([CH3:45])[CH2:41][C:40]2=[O:46])[CH2:37][NH:36][CH2:35]1)([CH3:30])([CH3:29])[CH3:28], predict the reaction product. The product is: [C:27]([O:31][C:32](=[O:47])[NH:33][C@@H:34]1[C@@H:38]([N:39]2[CH2:44][CH2:43][CH:42]([CH3:45])[CH2:41][C:40]2=[O:46])[CH2:37][N:36]([C:2]2[N:7]=[CH:6][C:5]([O:8][CH2:9][CH2:10][C@H:11]([CH:13]3[CH2:18][CH2:17][N:16]([C:19]4[O:23][N:22]=[C:21]([CH:24]([CH3:26])[CH3:25])[N:20]=4)[CH2:15][CH2:14]3)[CH3:12])=[CH:4][N:3]=2)[CH2:35]1)([CH3:29])([CH3:28])[CH3:30]. (2) Given the reactants [Cl:1][C:2]1[C:7]([Cl:8])=[CH:6][CH:5]=[CH:4][C:3]=1[S:9]([N:12]([C:21]1[C:26]([O:27][CH3:28])=[N:25][C:24](Cl)=[CH:23][N:22]=1)COCC[Si](C)(C)C)(=[O:11])=[O:10].[CH2:30]([CH2:32][NH2:33])[OH:31].[H-].[Na+], predict the reaction product. The product is: [NH2:33][CH2:32][CH2:30][O:31][C:24]1[N:25]=[C:26]([O:27][CH3:28])[C:21]([NH:12][S:9]([C:3]2[CH:4]=[CH:5][CH:6]=[C:7]([Cl:8])[C:2]=2[Cl:1])(=[O:10])=[O:11])=[N:22][CH:23]=1. (3) Given the reactants FC(F)(F)S(O[C:7]1[CH2:16][CH2:15][C:10]2([O:14][CH2:13][CH2:12][O:11]2)[CH2:9][CH:8]=1)(=O)=O.[B:19]1([B:19]2[O:23][C:22]([CH3:25])([CH3:24])[C:21]([CH3:27])([CH3:26])[O:20]2)[O:23][C:22]([CH3:25])([CH3:24])[C:21]([CH3:27])([CH3:26])[O:20]1.C([O-])(=O)C.[K+].C(Cl)Cl, predict the reaction product. The product is: [CH3:26][C:21]1([CH3:27])[C:22]([CH3:25])([CH3:24])[O:23][B:19]([C:7]2[CH2:16][CH2:15][C:10]3([O:14][CH2:13][CH2:12][O:11]3)[CH2:9][CH:8]=2)[O:20]1. (4) Given the reactants [CH3:1][C:2]([C:17]1[CH:22]=[CH:21][CH:20]=[CH:19][CH:18]=1)([CH3:16])[CH2:3][CH2:4]/[CH:5]=[N:6]/[S@:7]([C:9]1[CH:14]=[CH:13][C:12]([CH3:15])=[CH:11][CH:10]=1)=[O:8].[C-:23]#[N:24].C([Al+]CC)C.C(O)(C)C.[Cl-].[NH4+], predict the reaction product. The product is: [C:23]([C@@H:5]([NH:6][S@:7]([C:9]1[CH:10]=[CH:11][C:12]([CH3:15])=[CH:13][CH:14]=1)=[O:8])[CH2:4][CH2:3][C:2]([CH3:1])([C:17]1[CH:22]=[CH:21][CH:20]=[CH:19][CH:18]=1)[CH3:16])#[N:24]. (5) Given the reactants [Br:1][C:2]1[CH:9]=[C:8](I)[C:5]([CH:6]=[O:7])=[CH:4][N:3]=1.[C:11](=[O:18])([O:13][C:14]([CH3:17])([CH3:16])[CH3:15])[NH2:12].C1(P(C2C=CC=CC=2)C2C3OC4C(=CC=CC=4P(C4C=CC=CC=4)C4C=CC=CC=4)C(C)(C)C=3C=CC=2)C=CC=CC=1.C(=O)([O-])[O-].[Cs+].[Cs+], predict the reaction product. The product is: [Br:1][C:2]1[CH:9]=[C:8]([NH:12][C:11](=[O:18])[O:13][C:14]([CH3:17])([CH3:16])[CH3:15])[C:5]([CH:6]=[O:7])=[CH:4][N:3]=1.